Predict the reaction yield, written as a fraction of the theoretical maximum amount of product (1.0 means a 100% yield; for example, 0.34 means a 34% yield). From a dataset of Reaction yield outcomes from USPTO patents with 853,638 reactions. The reactants are [C:12]([O:11][C:9](O[C:9]([O:11][C:12]([CH3:15])([CH3:14])[CH3:13])=[O:10])=[O:10])([CH3:15])([CH3:14])[CH3:13].[NH:16]1[C:24]2[C:19](=[CH:20][C:21]([CH:25]=[O:26])=[CH:22][CH:23]=2)[CH:18]=[N:17]1.C(N(CC)CC)C. The catalyst is CN(C)C1C=CN=CC=1.C(Cl)Cl. The product is [C:12]([O:11][C:9]([N:16]1[C:24]2[C:19](=[CH:20][C:21]([CH:25]=[O:26])=[CH:22][CH:23]=2)[CH:18]=[N:17]1)=[O:10])([CH3:13])([CH3:14])[CH3:15]. The yield is 0.900.